From a dataset of Peptide-MHC class II binding affinity with 134,281 pairs from IEDB. Regression. Given a peptide amino acid sequence and an MHC pseudo amino acid sequence, predict their binding affinity value. This is MHC class II binding data. (1) The peptide sequence is ALFYKLDVVPID. The MHC is DRB5_0101 with pseudo-sequence DRB5_0101. The binding affinity (normalized) is 0.283. (2) The peptide sequence is DHMSIYKFMGRSHFL. The MHC is DRB1_0101 with pseudo-sequence DRB1_0101. The binding affinity (normalized) is 0.503.